Task: Binary Classification. Given a drug SMILES string, predict its activity (active/inactive) in a high-throughput screening assay against a specified biological target.. Dataset: Cav3 T-type calcium channel HTS with 100,875 compounds The molecule is s1c(C(C)C)cc(c1)C(=O)NNC(=S)NCc1ccccc1. The result is 0 (inactive).